From a dataset of Forward reaction prediction with 1.9M reactions from USPTO patents (1976-2016). Predict the product of the given reaction. Given the reactants [CH2:1]([C:3]1[CH:8]=[CH:7][C:6]([F:9])=[CH:5][C:4]=1[C:10]([CH:12]1[CH2:17][CH2:16][N:15](C(OC(C)(C)C)=O)[CH2:14][CH2:13]1)=[O:11])[CH3:2].O1CCOCC1.[ClH:31], predict the reaction product. The product is: [ClH:31].[CH2:1]([C:3]1[CH:8]=[CH:7][C:6]([F:9])=[CH:5][C:4]=1[C:10]([CH:12]1[CH2:13][CH2:14][NH:15][CH2:16][CH2:17]1)=[O:11])[CH3:2].